From a dataset of Reaction yield outcomes from USPTO patents with 853,638 reactions. Predict the reaction yield, written as a fraction of the theoretical maximum amount of product (1.0 means a 100% yield; for example, 0.34 means a 34% yield). (1) The reactants are [Cl:1][C:2]1[CH:3]=[CH:4][C:5](I)=[N:6][CH:7]=1.Br[C:10]([F:17])([F:16])[C:11]([O:13][CH2:14][CH3:15])=[O:12].[Cl-].[NH4+]. The catalyst is CS(C)=O.[Cu]. The product is [Cl:1][C:2]1[CH:3]=[CH:4][C:5]([C:10]([F:17])([F:16])[C:11]([O:13][CH2:14][CH3:15])=[O:12])=[N:6][CH:7]=1. The yield is 0.700. (2) The reactants are [I:1][C:2]1[CH:7]=[CH:6][NH:5][C:4](=[O:8])[CH:3]=1.C1C=CN=C(C2C=[CH:17][CH:18]=[CH:19]N=2)C=1.C1(B(O)O)CC1.C([O-])([O-])=O.[Na+].[Na+]. The catalyst is ClC(Cl)C.CC([O-])=O.CC([O-])=O.[Cu+2]. The product is [CH:17]1([N:5]2[CH:6]=[CH:7][C:2]([I:1])=[CH:3][C:4]2=[O:8])[CH2:18][CH2:19]1. The yield is 0.810. (3) The reactants are [NH2:1][C:2]1[C:3]2[N:4]([C:8]([C@@H:26]3[CH2:31][CH2:30][CH2:29][N:28](C(OCC4C=CC=CC=4)=O)[CH2:27]3)=[N:9][C:10]=2[C:11]2[CH:16]=[CH:15][C:14]([C:17](=[O:25])[NH:18][C:19]3[CH:24]=[CH:23][CH:22]=[CH:21][N:20]=3)=[CH:13][CH:12]=2)[CH:5]=[CH:6][N:7]=1.Br.C(O)(=O)C. The catalyst is [Cl-].[Na+].O.O. The product is [NH2:1][C:2]1[C:3]2[N:4]([C:8]([C@@H:26]3[CH2:31][CH2:30][CH2:29][NH:28][CH2:27]3)=[N:9][C:10]=2[C:11]2[CH:16]=[CH:15][C:14]([C:17]([NH:18][C:19]3[CH:24]=[CH:23][CH:22]=[CH:21][N:20]=3)=[O:25])=[CH:13][CH:12]=2)[CH:5]=[CH:6][N:7]=1. The yield is 1.01. (4) The reactants are Cl[CH2:2][C:3]([N:5]1[CH2:9][CH2:8][CH2:7][CH2:6]1)=[O:4].[I-].[K+].[CH3:12][S:13]([C:16]1[CH:17]=[C:18]2[C:22](=[CH:23][CH:24]=1)[N:21]([C:25]1[CH:30]=[CH:29][C:28]([O:31][CH:32]3[CH2:37][CH2:36][NH:35][CH2:34][CH2:33]3)=[CH:27][N:26]=1)[CH:20]=[CH:19]2)(=[O:15])=[O:14].C(=O)([O-])[O-].[K+].[K+]. The catalyst is CN(C=O)C. The product is [CH3:12][S:13]([C:16]1[CH:17]=[C:18]2[C:22](=[CH:23][CH:24]=1)[N:21]([C:25]1[N:26]=[CH:27][C:28]([O:31][CH:32]3[CH2:37][CH2:36][N:35]([CH2:2][C:3]([N:5]4[CH2:9][CH2:8][CH2:7][CH2:6]4)=[O:4])[CH2:34][CH2:33]3)=[CH:29][CH:30]=1)[CH:20]=[CH:19]2)(=[O:14])=[O:15]. The yield is 0.333.